Regression. Given a peptide amino acid sequence and an MHC pseudo amino acid sequence, predict their binding affinity value. This is MHC class I binding data. From a dataset of Peptide-MHC class I binding affinity with 185,985 pairs from IEDB/IMGT. The peptide sequence is KRLLLKLDF. The MHC is HLA-A26:02 with pseudo-sequence HLA-A26:02. The binding affinity (normalized) is 0.0847.